Task: Predict the reactants needed to synthesize the given product.. Dataset: Full USPTO retrosynthesis dataset with 1.9M reactions from patents (1976-2016) (1) Given the product [CH3:1][C:2]1[C:7]2[C:8](=[O:10])[N:13]=[C:12]([C:14]3[CH:19]=[CH:18][CH:17]=[CH:16][N:15]=3)[S:11][C:6]=2[CH:5]=[CH:4][CH:3]=1, predict the reactants needed to synthesize it. The reactants are: [CH3:1][C:2]1[C:7]([C:8]([OH:10])=O)=[C:6]([SH:11])[CH:5]=[CH:4][CH:3]=1.[C:12]([C:14]1[CH:19]=[CH:18][CH:17]=[CH:16][N:15]=1)#[N:13]. (2) Given the product [CH:1]1([C:4]2[CH:25]=[CH:24][C:7]([O:8][CH:9]3[CH2:13][CH2:12][N:11]([C:14]4[CH:19]=[CH:18][C:17]([O:20][CH2:33][CH2:34][OH:35])=[C:16]([CH2:21][CH3:22])[CH:15]=4)[C:10]3=[O:23])=[CH:6][CH:5]=2)[CH2:3][CH2:2]1, predict the reactants needed to synthesize it. The reactants are: [CH:1]1([C:4]2[CH:25]=[CH:24][C:7]([O:8][CH:9]3[CH2:13][CH2:12][N:11]([C:14]4[CH:19]=[CH:18][C:17]([OH:20])=[C:16]([CH2:21][CH3:22])[CH:15]=4)[C:10]3=[O:23])=[CH:6][CH:5]=2)[CH2:3][CH2:2]1.C(=O)([O-])[O-].[K+].[K+].Br[CH2:33][CH2:34][OH:35]. (3) Given the product [CH3:27][O:26][C:24]1[CH:25]=[C:20]([C:19]#[C:18][C:17]2[C:10]3[C:11](=[N:12][CH:13]=[N:14][C:9]=3[NH2:8])[N:15]([CH:30]3[CH2:34][CH2:33][NH:32][CH2:31]3)[N:16]=2)[CH:21]=[C:22]([O:28][CH3:29])[CH:23]=1, predict the reactants needed to synthesize it. The reactants are: Cl.O1CCOCC1.[NH2:8][C:9]1[N:14]=[CH:13][N:12]=[C:11]2[N:15]([CH:30]3[CH2:34][CH2:33][N:32](C(OC(C)(C)C)=O)[CH2:31]3)[N:16]=[C:17]([C:18]#[C:19][C:20]3[CH:25]=[C:24]([O:26][CH3:27])[CH:23]=[C:22]([O:28][CH3:29])[CH:21]=3)[C:10]=12. (4) Given the product [F:1][C:2]1[C:11]2[C:6](=[CH:7][CH:8]=[CH:9][CH:10]=2)[C:5]([C@H:12]([NH:14][CH:15]2[CH2:19][CH2:18][C@@H:17]([C:20]3[CH:31]=[CH:30][C:23]([O:24][CH2:25][C:26]([OH:28])=[O:27])=[CH:22][CH:21]=3)[CH2:16]2)[CH3:13])=[CH:4][CH:3]=1, predict the reactants needed to synthesize it. The reactants are: [F:1][C:2]1[C:11]2[C:6](=[CH:7][CH:8]=[CH:9][CH:10]=2)[C:5]([C@H:12]([NH:14][CH:15]2[CH2:19][CH2:18][C@@H:17]([C:20]3[CH:31]=[CH:30][C:23]([O:24][CH2:25][C:26]([O:28]C)=[O:27])=[CH:22][CH:21]=3)[CH2:16]2)[CH3:13])=[CH:4][CH:3]=1.[OH-].[K+].Cl. (5) The reactants are: [S:1]1[C:5]2[CH2:6][NH:7][CH2:8][CH2:9][CH:10]([OH:11])[C:4]=2[CH:3]=[CH:2]1.[Br:12][C:13]1[C:14]([Cl:20])=[C:15](F)[CH:16]=[CH:17][CH:18]=1. Given the product [ClH:20].[Br:12][C:13]1[C:14]([Cl:20])=[C:15]([O:11][CH:10]2[CH2:9][CH2:8][NH:7][CH2:6][C:5]3[S:1][CH:2]=[CH:3][C:4]2=3)[CH:16]=[CH:17][CH:18]=1, predict the reactants needed to synthesize it. (6) Given the product [CH2:1]([O:8][C:9]1[C:18]2[C:13](=[CH:14][CH:15]=[C:16]([B:25]3[O:29][C:28]([CH3:31])([CH3:30])[C:27]([CH3:33])([CH3:32])[O:26]3)[CH:17]=2)[N:12]=[CH:11][CH:10]=1)[C:2]1[CH:7]=[CH:6][CH:5]=[CH:4][CH:3]=1, predict the reactants needed to synthesize it. The reactants are: [CH2:1]([O:8][C:9]1[C:18]2[C:13](=[CH:14][CH:15]=[C:16](Br)[CH:17]=2)[N:12]=[CH:11][CH:10]=1)[C:2]1[CH:7]=[CH:6][CH:5]=[CH:4][CH:3]=1.C([O-])(=O)C.[K+].[B:25]1([B:25]2[O:29][C:28]([CH3:31])([CH3:30])[C:27]([CH3:33])([CH3:32])[O:26]2)[O:29][C:28]([CH3:31])([CH3:30])[C:27]([CH3:33])([CH3:32])[O:26]1.C1(P(C2CCCCC2)C2CCCCC2)CCCCC1. (7) Given the product [CH3:1][O:9][C:7](=[O:10])[CH:8]=[CH:25][C:21]1[CH:22]=[CH:23][CH:24]=[C:19]([CH2:18][NH:17][C:16]([O:15][C:11]([CH3:14])([CH3:13])[CH3:12])=[O:27])[CH:20]=1, predict the reactants needed to synthesize it. The reactants are: [CH3:1]C(C)([O-])C.[K+].[C:7]([O-:10])(=[O:9])[CH3:8].[C:11]([O:15][C:16](=[O:27])[NH:17][CH2:18][C:19]1[CH:24]=[CH:23][CH:22]=[C:21]([CH:25]=O)[CH:20]=1)([CH3:14])([CH3:13])[CH3:12]. (8) Given the product [C:4]([CH:6]1[O:11][CH2:10][CH2:9][N:8]([C:12]([O:14][C:15]([CH3:16])([CH3:17])[CH3:18])=[O:13])[CH2:7]1)(=[O:5])[CH3:20], predict the reactants needed to synthesize it. The reactants are: CON(C)[C:4]([CH:6]1[O:11][CH2:10][CH2:9][N:8]([C:12]([O:14][C:15]([CH3:18])([CH3:17])[CH3:16])=[O:13])[CH2:7]1)=[O:5].[CH3:20][Mg+].[Br-].O. (9) Given the product [ClH:36].[OH:1][C:2]1[CH:3]=[CH:4][C:5]2[N:17]=[C:18]([CH2:20][O:21][C:22]3[CH:23]=[CH:24][C:25]([CH2:28][CH:29]4[S:33][C:32](=[O:34])[NH:31][C:30]4=[O:35])=[CH:26][CH:27]=3)[N:8]([CH3:9])[C:6]=2[CH:7]=1, predict the reactants needed to synthesize it. The reactants are: [OH:1][C:2]1[CH:3]=[CH:4][C:5]([NH:17][C:18]([CH2:20][O:21][C:22]2[CH:27]=[CH:26][C:25]([CH2:28][CH:29]3[S:33][C:32](=[O:34])[NH:31][C:30]3=[O:35])=[CH:24][CH:23]=2)=O)=[C:6]([N:8](C)[C:9](=O)OC(C)(C)C)[CH:7]=1.[ClH:36].O1CCOCC1. (10) Given the product [CH3:15][O:16][C:17]1[CH:18]=[C:19](/[C:20](=[CH:6]/[C:5]2[CH:8]=[C:9]([N+:12]([O-:14])=[O:13])[CH:10]=[CH:11][C:4]=2[O:3][CH2:1][CH3:2])/[C:21]#[N:22])[CH:23]=[CH:24][C:25]=1[O:26][CH3:27], predict the reactants needed to synthesize it. The reactants are: [CH2:1]([O:3][C:4]1[CH:11]=[CH:10][C:9]([N+:12]([O-:14])=[O:13])=[CH:8][C:5]=1[CH:6]=O)[CH3:2].[CH3:15][O:16][C:17]1[CH:18]=[C:19]([CH:23]=[CH:24][C:25]=1[O:26][CH3:27])[CH2:20][C:21]#[N:22].